Dataset: Forward reaction prediction with 1.9M reactions from USPTO patents (1976-2016). Task: Predict the product of the given reaction. (1) Given the reactants Br[C:2]1[CH:3]=[C:4]([Si:9]([C:22]2[CH:27]=[CH:26][CH:25]=[CH:24][CH:23]=2)([C:16]2[CH:21]=[CH:20][CH:19]=[CH:18][CH:17]=2)[C:10]2[CH:15]=[CH:14][CH:13]=[CH:12][CH:11]=2)[CH:5]=[C:6]([Br:8])[CH:7]=1.CC1(C)C(C)(C)OB([C:36]2[CH:53]=[CH:52][C:51]3[C:50]4[C:45](=[CH:46][CH:47]=[CH:48][CH:49]=4)[C:44]4[C:39](=[CH:40][CH:41]=[CH:42][CH:43]=4)[C:38]=3[CH:37]=2)O1.C([O-])([O-])=O.[K+].[K+], predict the reaction product. The product is: [Br:8][C:6]1[CH:5]=[C:4]([Si:9]([C:22]2[CH:27]=[CH:26][CH:25]=[CH:24][CH:23]=2)([C:16]2[CH:21]=[CH:20][CH:19]=[CH:18][CH:17]=2)[C:10]2[CH:15]=[CH:14][CH:13]=[CH:12][CH:11]=2)[CH:3]=[C:2]([C:47]2[CH:48]=[CH:49][C:50]3[C:51]4[C:38](=[CH:37][CH:36]=[CH:53][CH:52]=4)[C:39]4[C:44](=[CH:43][CH:42]=[CH:41][CH:40]=4)[C:45]=3[CH:46]=2)[CH:7]=1. (2) Given the reactants C1(P(C2CCCCC2)C2C=[CH:12][CH:11]=[CH:10][C:9]=2[C:14]2[C:19]([O:20]C)=[CH:18][CH:17]=[CH:16][C:15]=2OC)CCCCC1.C([N:32](CC)CC)C.[CH3:37][C:38]1([CH3:45])[C:42]([CH3:44])([CH3:43])[O:41][BH:40][O:39]1, predict the reaction product. The product is: [CH:10]1([C:9]2[C:14]3[CH:15]=[CH:16][CH:17]=[C:18]([B:40]4[O:41][C:42]([CH3:44])([CH3:43])[C:38]([CH3:45])([CH3:37])[O:39]4)[C:19]=3[O:20][N:32]=2)[CH2:11][CH2:12]1. (3) Given the reactants [C:1]([O:4][CH2:5][C:6]1[C:11]([N:12]2[CH2:24][CH2:23][C:22]3[N:21]4[C:16]([CH2:17][CH2:18][CH2:19][CH2:20]4)=[CH:15][C:14]=3[C:13]2=[O:25])=[CH:10][C:9]([F:26])=[CH:8][C:7]=1Br)(=[O:3])[CH3:2].[CH3:28][C@H:29]1[CH2:34][N:33]([CH:35]2[CH2:38][O:37][CH2:36]2)[C@H:32]([CH3:39])[CH2:31][N:30]1[C:40]1[CH:41]=[CH:42][C:43]([NH:46][C:47]2[C:48](=[O:63])[N:49]([CH3:62])[CH:50]=[C:51](B3OC(C)(C)C(C)(C)O3)[CH:52]=2)=[N:44][CH:45]=1.[O-]P([O-])([O-])=O.[K+].[K+].[K+].O.O.O.C([O-])(=O)C.[Na+], predict the reaction product. The product is: [C:1]([O:4][CH2:5][C:6]1[C:11]([N:12]2[CH2:24][CH2:23][C:22]3[N:21]4[C:16]([CH2:17][CH2:18][CH2:19][CH2:20]4)=[CH:15][C:14]=3[C:13]2=[O:25])=[CH:10][C:9]([F:26])=[CH:8][C:7]=1[C:51]1[CH:52]=[C:47]([NH:46][C:43]2[CH:42]=[CH:41][C:40]([N:30]3[CH2:31][C@@H:32]([CH3:39])[N:33]([CH:35]4[CH2:38][O:37][CH2:36]4)[CH2:34][C@@H:29]3[CH3:28])=[CH:45][N:44]=2)[C:48](=[O:63])[N:49]([CH3:62])[CH:50]=1)(=[O:3])[CH3:2]. (4) Given the reactants F[C:2]1[CH:10]=[CH:9][C:5]([C:6](O)=O)=[CH:4][C:3]=1[C:11](=O)[CH2:12][CH3:13].[NH2:15][NH2:16].O=P(Cl)(Cl)Cl.[NH2:22][NH:23][C:24]([NH2:26])=[S:25], predict the reaction product. The product is: [CH2:12]([C:11]1[C:3]2[C:2](=[CH:10][CH:9]=[C:5]([C:6]3[S:25][C:24]([NH2:26])=[N:23][N:22]=3)[CH:4]=2)[NH:16][N:15]=1)[CH3:13]. (5) Given the reactants [CH3:1][O:2][N:3]=[C:4]1[CH2:8][N:7]([C:9]([O:11]C(C)(C)C)=O)[C@H:6]([C:16]([O:18][CH3:19])=[O:17])[CH2:5]1.[F:20][C:21]1(C(O)=O)[CH:26]=[CH:25][C:24]([C:27]2[CH:32]=[CH:31][CH:30]=[CH:29][CH:28]=2)=[CH:23][CH2:22]1, predict the reaction product. The product is: [F:20][C:21]1[CH:22]=[CH:23][C:24]([C:27]2[CH:32]=[CH:31][C:30]([C:9]([N:7]3[CH2:8][C:4](=[N:3][O:2][CH3:1])[CH2:5][C@H:6]3[C:16]([O:18][CH3:19])=[O:17])=[O:11])=[CH:29][CH:28]=2)=[CH:25][CH:26]=1.